Predict the reactants needed to synthesize the given product. From a dataset of Full USPTO retrosynthesis dataset with 1.9M reactions from patents (1976-2016). (1) The reactants are: Cl[C:2]1[N:19]=[C:5]2[C:6]([C:10]3[CH:15]=[CH:14][C:13]([O:16][CH3:17])=[CH:12][C:11]=3[F:18])=[CH:7][CH:8]=[CH:9][N:4]2[N:3]=1.[C:20]([O:24][C:25]([N:27]1[CH2:32][CH2:31][CH:30]([C:33]2[CH:38]=[CH:37][C:36]([NH2:39])=[CH:35][CH:34]=2)[CH2:29][CH2:28]1)=[O:26])([CH3:23])([CH3:22])[CH3:21]. Given the product [C:20]([O:24][C:25]([N:27]1[CH2:32][CH2:31][CH:30]([C:33]2[CH:38]=[CH:37][C:36]([NH:39][C:2]3[N:19]=[C:5]4[C:6]([C:10]5[CH:15]=[CH:14][C:13]([O:16][CH3:17])=[CH:12][C:11]=5[F:18])=[CH:7][CH:8]=[CH:9][N:4]4[N:3]=3)=[CH:35][CH:34]=2)[CH2:29][CH2:28]1)=[O:26])([CH3:23])([CH3:21])[CH3:22], predict the reactants needed to synthesize it. (2) Given the product [Si:47]([O:54][CH2:55][C@H:56]1[N:57]([C:63]([O:65][C:66]([CH3:69])([CH3:68])[CH3:67])=[O:64])[CH2:58][C:59]([O:62][Si:19]([CH3:22])([CH3:21])[CH3:20])=[CH:60][CH:61]1[CH:6]([CH3:13])[CH3:7])([C:50]([CH3:53])([CH3:52])[CH3:51])([CH3:49])[CH3:48], predict the reactants needed to synthesize it. The reactants are: S(O)(ON1C(=O)N2[CH2:13][C@H:6]1[CH:7]=C(C)[C@H]2C(=O)N)(=O)=O.[Si:19](OC[C@H]1N(C(OC(C)(C)C)=O)CC(O[Si:19]([CH3:22])([CH3:21])[CH3:20])=CC1C)([C:22](C)(C)C)([CH3:21])[CH3:20].[Si:47]([O:54][CH2:55][C@@H:56]1[CH:61]=[CH:60][C:59](=[O:62])[CH2:58][N:57]1[C:63]([O:65][C:66]([CH3:69])([CH3:68])[CH3:67])=[O:64])([C:50]([CH3:53])([CH3:52])[CH3:51])([CH3:49])[CH3:48]. (3) Given the product [CH:23]1[CH:22]=[CH:21][N:13]2[CH2:14][C:15]3[CH:20]=[CH:19][CH:18]=[CH:17][C:16]=3[N:10]([C:8]([C:6]3[CH:5]=[CH:4][C:3]([C:24]4[CH2:29][CH2:28][CH2:27][CH:26]([OH:30])[C:25]=4[CH3:31])=[C:2]([CH3:1])[CH:7]=3)=[O:9])[CH2:11][C:12]=12, predict the reactants needed to synthesize it. The reactants are: [CH3:1][C:2]1[CH:7]=[C:6]([C:8]([N:10]2[C:16]3[CH:17]=[CH:18][CH:19]=[CH:20][C:15]=3[CH2:14][N:13]3[CH:21]=[CH:22][CH:23]=[C:12]3[CH2:11]2)=[O:9])[CH:5]=[CH:4][C:3]=1[C:24]1[CH2:29][CH2:28][CH2:27][C:26](=[O:30])[C:25]=1[CH3:31].[Cl-].[Ce+3].[Cl-].[Cl-].[BH4-].[Na+]. (4) Given the product [CH3:26][O:27][S:22]([CH2:21][CH2:20][CH2:19][CH2:18][CH2:17][CH2:16][CH2:15][C:12]1[CH:11]=[CH:10][C:9]([O:8][CH2:1][C:2]2[CH:7]=[CH:6][CH:5]=[CH:4][CH:3]=2)=[CH:14][CH:13]=1)(=[O:24])=[O:23], predict the reactants needed to synthesize it. The reactants are: [CH2:1]([O:8][C:9]1[CH:14]=[CH:13][C:12]([CH2:15][CH2:16][CH2:17][CH2:18][CH2:19][CH2:20][CH2:21][S:22](Cl)(=[O:24])=[O:23])=[CH:11][CH:10]=1)[C:2]1[CH:7]=[CH:6][CH:5]=[CH:4][CH:3]=1.[CH3:26][OH:27]. (5) Given the product [F:38][C:32]1[CH:31]=[CH:30][C:29]([C:10]2[CH:11]=[C:12]3[C:17]([C:18](=[O:21])[NH:19][CH3:20])=[C:16]([C:22]4[CH:27]=[CH:26][C:25]([F:28])=[CH:24][CH:23]=4)[O:15][C:13]3=[N:14][C:9]=2[NH:42][CH2:41][C:40]([F:44])([F:43])[F:39])=[CH:37][C:33]=1[C:34]([OH:36])=[O:35], predict the reactants needed to synthesize it. The reactants are: CC([O-])(CC)C.[Na+].Cl[C:9]1[N:14]=[C:13]2[O:15][C:16]([C:22]3[CH:27]=[CH:26][C:25]([F:28])=[CH:24][CH:23]=3)=[C:17]([C:18](=[O:21])[NH:19][CH3:20])[C:12]2=[CH:11][C:10]=1[C:29]1[CH:30]=[CH:31][C:32]([F:38])=[C:33]([CH:37]=1)[C:34]([OH:36])=[O:35].[F:39][C:40]([F:44])([F:43])[CH2:41][NH2:42].